This data is from Peptide-MHC class I binding affinity with 185,985 pairs from IEDB/IMGT. The task is: Regression. Given a peptide amino acid sequence and an MHC pseudo amino acid sequence, predict their binding affinity value. This is MHC class I binding data. (1) The peptide sequence is EGAGIDDPV. The MHC is HLA-B27:03 with pseudo-sequence HLA-B27:03. The binding affinity (normalized) is 0.0847. (2) The peptide sequence is LMDCIIFES. The MHC is HLA-A02:03 with pseudo-sequence HLA-A02:03. The binding affinity (normalized) is 0.379.